This data is from NCI-60 drug combinations with 297,098 pairs across 59 cell lines. The task is: Regression. Given two drug SMILES strings and cell line genomic features, predict the synergy score measuring deviation from expected non-interaction effect. (1) Drug 1: C1=CC(=CC=C1CC(C(=O)O)N)N(CCCl)CCCl.Cl. Drug 2: C(=O)(N)NO. Cell line: PC-3. Synergy scores: CSS=3.36, Synergy_ZIP=-3.70, Synergy_Bliss=-1.54, Synergy_Loewe=-5.24, Synergy_HSA=-1.64. (2) Synergy scores: CSS=7.80, Synergy_ZIP=-8.53, Synergy_Bliss=-8.62, Synergy_Loewe=-7.01, Synergy_HSA=-6.22. Cell line: BT-549. Drug 2: CC12CCC3C(C1CCC2OP(=O)(O)O)CCC4=C3C=CC(=C4)OC(=O)N(CCCl)CCCl.[Na+]. Drug 1: C1=CC(=CC=C1CCC2=CNC3=C2C(=O)NC(=N3)N)C(=O)NC(CCC(=O)O)C(=O)O. (3) Drug 1: CCCS(=O)(=O)NC1=C(C(=C(C=C1)F)C(=O)C2=CNC3=C2C=C(C=N3)C4=CC=C(C=C4)Cl)F. Drug 2: CCC1=C2CN3C(=CC4=C(C3=O)COC(=O)C4(CC)O)C2=NC5=C1C=C(C=C5)O. Cell line: NCI-H522. Synergy scores: CSS=34.1, Synergy_ZIP=0.333, Synergy_Bliss=-0.440, Synergy_Loewe=-35.9, Synergy_HSA=-0.506. (4) Drug 1: CC(CN1CC(=O)NC(=O)C1)N2CC(=O)NC(=O)C2. Drug 2: C1CN(P(=O)(OC1)NCCCl)CCCl. Cell line: IGROV1. Synergy scores: CSS=18.9, Synergy_ZIP=-5.43, Synergy_Bliss=2.73, Synergy_Loewe=-3.43, Synergy_HSA=3.16.